The task is: Predict the reaction yield, written as a fraction of the theoretical maximum amount of product (1.0 means a 100% yield; for example, 0.34 means a 34% yield).. This data is from Reaction yield outcomes from USPTO patents with 853,638 reactions. (1) The reactants are [F:1][C:2]1[C:14]2[NH:13][C:12]3[C:7](=[C:8]([OH:15])[CH:9]=[CH:10][CH:11]=3)[C:6]=2[CH:5]=[CH:4][CH:3]=1.[CH2:16]1[O:18][C@H:17]1[CH2:19]OS(C1C=C([N+]([O-])=O)C=CC=1)(=O)=O. No catalyst specified. The product is [CH2:19]([O:15][C:8]1[CH:9]=[CH:10][CH:11]=[C:12]2[C:7]=1[C:6]1[CH:5]=[CH:4][CH:3]=[C:2]([F:1])[C:14]=1[NH:13]2)[CH:17]1[O:18][CH2:16]1. The yield is 0.650. (2) The reactants are [Br:1][C:2]1[CH:11]=[C:10]2[C:5]([CH2:6][CH2:7][CH2:8][C:9]2=[O:12])=[CH:4][CH:3]=1.F[C:14](F)(F)C([O-])=O.C[NH2+]C1C=CC=CC=1.C=O. The catalyst is C1COCC1. The product is [Br:1][C:2]1[CH:11]=[C:10]2[C:5]([CH2:6][CH2:7][C:8](=[CH2:14])[C:9]2=[O:12])=[CH:4][CH:3]=1. The yield is 0.400. (3) The reactants are [Br:1][C:2]1[C:14]2[C:13]3[CH:12]=[CH:11][C:10]([C:15]4[C:16]([F:29])=[C:17]([NH:22][S:23]([CH2:26][CH2:27][CH3:28])(=[O:25])=[O:24])[CH:18]=[CH:19][C:20]=4[F:21])=[CH:9][C:8]=3[CH:7]=[N:6][C:5]=2[NH:4][N:3]=1.C(N(CC)CC)C.[C:37](O[C:37]([O:39][C:40]([CH3:43])([CH3:42])[CH3:41])=[O:38])([O:39][C:40]([CH3:43])([CH3:42])[CH3:41])=[O:38]. The catalyst is C(Cl)Cl.CN(C1C=CN=CC=1)C. The product is [Br:1][C:2]1[C:14]2[C:13]3[CH:12]=[CH:11][C:10]([C:15]4[C:20]([F:21])=[CH:19][CH:18]=[C:17]([NH:22][S:23]([CH2:26][CH2:27][CH3:28])(=[O:25])=[O:24])[C:16]=4[F:29])=[CH:9][C:8]=3[CH:7]=[N:6][C:5]=2[N:4]([C:37]([O:39][C:40]([CH3:43])([CH3:42])[CH3:41])=[O:38])[N:3]=1. The yield is 0.310. (4) The product is [NH2:1][C:2]1[NH:3][C:4](=[O:14])[C:5]2[N:11]=[C:10]([Cl:12])[CH:9]=[CH:8][C:6]=2[N:7]=1. The yield is 0.900. The catalyst is Cl. The reactants are [NH2:1][C:2]1[N:3]=[C:4](N)[C:5]2[N:11]=[C:10]([Cl:12])[CH:9]=[CH:8][C:6]=2[N:7]=1.[OH-:14].[Na+]. (5) The catalyst is CCO.C1COCC1.O=[Pt]=O. The yield is 0.900. The product is [CH3:1][N:2]1[C:10]2[C:5](=[CH:6][CH:7]=[C:8]([NH2:11])[CH:9]=2)[CH:4]=[N:3]1. The reactants are [CH3:1][N:2]1[C:10]2[C:5](=[CH:6][CH:7]=[C:8]([N+:11]([O-])=O)[CH:9]=2)[CH:4]=[N:3]1.OCC1(OC[C@@H](O)[C@@H](O)[C@H]1O)O. (6) The reactants are [NH:1]1[CH:5]=[N:4][CH:3]=[N:2]1.C(=O)([O-])[O-].[Cs+].[Cs+].Cl[C:13]1[N:18]=[C:17]([C:19]2[N:23]3[CH:24]=[C:25]([F:28])[CH:26]=[CH:27][C:22]3=[N:21][CH:20]=2)[N:16]=[C:15]([NH:29][C@@H:30]2[CH2:35][CH2:34][CH2:33][N:32]([C:36]([O:38][C:39]([CH3:42])([CH3:41])[CH3:40])=[O:37])[CH2:31]2)[CH:14]=1. The catalyst is CN(C=O)C. The product is [F:28][C:25]1[CH:26]=[CH:27][C:22]2[N:23]([C:19]([C:17]3[N:16]=[C:15]([NH:29][C@@H:30]4[CH2:35][CH2:34][CH2:33][N:32]([C:36]([O:38][C:39]([CH3:42])([CH3:41])[CH3:40])=[O:37])[CH2:31]4)[CH:14]=[C:13]([N:1]4[CH:5]=[N:4][CH:3]=[N:2]4)[N:18]=3)=[CH:20][N:21]=2)[CH:24]=1. The yield is 0.920.